From a dataset of NCI-60 drug combinations with 297,098 pairs across 59 cell lines. Regression. Given two drug SMILES strings and cell line genomic features, predict the synergy score measuring deviation from expected non-interaction effect. (1) Drug 1: CC1=CC=C(C=C1)C2=CC(=NN2C3=CC=C(C=C3)S(=O)(=O)N)C(F)(F)F. Drug 2: CC1=C(C=C(C=C1)C(=O)NC2=CC(=CC(=C2)C(F)(F)F)N3C=C(N=C3)C)NC4=NC=CC(=N4)C5=CN=CC=C5. Cell line: NCIH23. Synergy scores: CSS=-1.84, Synergy_ZIP=-0.0772, Synergy_Bliss=-4.98, Synergy_Loewe=-2.72, Synergy_HSA=-5.75. (2) Drug 1: CN(C)C1=NC(=NC(=N1)N(C)C)N(C)C. Drug 2: CN1C(=O)N2C=NC(=C2N=N1)C(=O)N. Cell line: COLO 205. Synergy scores: CSS=-14.5, Synergy_ZIP=4.43, Synergy_Bliss=-2.45, Synergy_Loewe=-12.1, Synergy_HSA=-10.3. (3) Drug 1: CC12CCC(CC1=CCC3C2CCC4(C3CC=C4C5=CN=CC=C5)C)O. Drug 2: C1CC(=O)NC(=O)C1N2C(=O)C3=CC=CC=C3C2=O. Cell line: NCI/ADR-RES. Synergy scores: CSS=5.79, Synergy_ZIP=-1.22, Synergy_Bliss=3.44, Synergy_Loewe=-2.80, Synergy_HSA=1.97. (4) Drug 1: CC1C(C(=O)NC(C(=O)N2CCCC2C(=O)N(CC(=O)N(C(C(=O)O1)C(C)C)C)C)C(C)C)NC(=O)C3=C4C(=C(C=C3)C)OC5=C(C(=O)C(=C(C5=N4)C(=O)NC6C(OC(=O)C(N(C(=O)CN(C(=O)C7CCCN7C(=O)C(NC6=O)C(C)C)C)C)C(C)C)C)N)C. Drug 2: CC(C)(C#N)C1=CC(=CC(=C1)CN2C=NC=N2)C(C)(C)C#N. Cell line: NCI-H522. Synergy scores: CSS=14.1, Synergy_ZIP=-3.39, Synergy_Bliss=0.635, Synergy_Loewe=-3.46, Synergy_HSA=0.634. (5) Drug 1: C1CC(=O)NC(=O)C1N2CC3=C(C2=O)C=CC=C3N. Drug 2: CCC1(CC2CC(C3=C(CCN(C2)C1)C4=CC=CC=C4N3)(C5=C(C=C6C(=C5)C78CCN9C7C(C=CC9)(C(C(C8N6C=O)(C(=O)OC)O)OC(=O)C)CC)OC)C(=O)OC)O.OS(=O)(=O)O. Cell line: SN12C. Synergy scores: CSS=3.35, Synergy_ZIP=-3.78, Synergy_Bliss=-3.91, Synergy_Loewe=-2.10, Synergy_HSA=-1.99.